From a dataset of Peptide-MHC class I binding affinity with 185,985 pairs from IEDB/IMGT. Regression. Given a peptide amino acid sequence and an MHC pseudo amino acid sequence, predict their binding affinity value. This is MHC class I binding data. The peptide sequence is YYNNFNNNY. The MHC is HLA-A30:02 with pseudo-sequence HLA-A30:02. The binding affinity (normalized) is 0.625.